Task: Predict hERG channel inhibition at various concentrations.. Dataset: hERG Central: cardiac toxicity at 1µM, 10µM, and general inhibition The molecule is Cn1c(=O)c2[nH]c(COc3ccc(C(C)(C)C)cc3)nc2n(C)c1=O. Results: hERG_inhib (hERG inhibition (general)): blocker.